From a dataset of Catalyst prediction with 721,799 reactions and 888 catalyst types from USPTO. Predict which catalyst facilitates the given reaction. (1) Reactant: [NH2:1][C:2]1[C:7]([S:8][CH2:9][CH2:10][C:11]([CH3:14])([OH:13])[CH3:12])=[CH:6][C:5]([Br:15])=[CH:4][N:3]=1.CC(C)=[O:18].O.S([O-])(O[O-])(=O)=O.[K+].[K+]. Product: [NH2:1][C:2]1[C:7]([S:8]([CH2:9][CH2:10][C:11]([CH3:12])([OH:13])[CH3:14])=[O:18])=[CH:6][C:5]([Br:15])=[CH:4][N:3]=1. The catalyst class is: 5. (2) Reactant: [CH3:1][C:2]1[C:6]([C:7]2[CH:8]=[C:9](I)[C:10]3[N:14]=[C:13]([NH2:15])[NH:12][C:11]=3[CH:16]=2)=[C:5]([CH3:18])[O:4][N:3]=1.[CH3:19][C:20]1[C:24](B2OC(C)(C)C(C)(C)O2)=[C:23]([CH3:34])[NH:22][N:21]=1.C(=O)([O-])[O-].[Cs+].[Cs+]. Product: [CH3:19][C:20]1[C:24]([C:9]2[C:10]3[N:14]=[C:13]([NH2:15])[NH:12][C:11]=3[CH:16]=[C:7]([C:6]3[C:2]([CH3:1])=[N:3][O:4][C:5]=3[CH3:18])[CH:8]=2)=[C:23]([CH3:34])[NH:22][N:21]=1. The catalyst class is: 149. (3) Reactant: [C:1]1([C:7]2[CH:8]=[C:9]3[C:13](=[CH:14][CH:15]=2)[NH:12][C:11](=[O:16])[CH2:10]3)[CH:6]=[CH:5][CH:4]=[CH:3][CH:2]=1.[O:17]=[C:18]1[C:23]2=[CH:24][NH:25][C:26]([CH:27]=O)=[C:22]2[CH2:21][CH2:20][NH:19]1.N1CCCCC1. Product: [O:16]=[C:11]1[C:10](=[CH:27][C:26]2[NH:25][CH:24]=[C:23]3[C:22]=2[CH2:21][CH2:20][NH:19][C:18]3=[O:17])[C:9]2[C:13](=[CH:14][CH:15]=[C:7]([C:1]3[CH:2]=[CH:3][CH:4]=[CH:5][CH:6]=3)[CH:8]=2)[NH:12]1. The catalyst class is: 8. (4) Reactant: [H-].[Na+].[Cl:3][C:4]1[CH:5]=[CH:6][C:7]([N+:11]([O-:13])=[O:12])=[C:8]([CH:10]=1)[NH2:9].[C:14](O[C:14]([O:16][C:17]([CH3:20])([CH3:19])[CH3:18])=[O:15])([O:16][C:17]([CH3:20])([CH3:19])[CH3:18])=[O:15]. Product: [C:17]([O:16][C:14]([NH:9][C:8]1[CH:10]=[C:4]([Cl:3])[CH:5]=[CH:6][C:7]=1[N+:11]([O-:13])=[O:12])=[O:15])([CH3:20])([CH3:19])[CH3:18]. The catalyst class is: 7. (5) Reactant: [CH3:1][O:2][CH2:3][CH2:4][CH2:5][CH2:6][CH2:7][CH2:8][O:9][C:10]1[CH:15]=[CH:14][C:13]([C:16]2[S:20][C:19]3=[N:21][C:22]([C@H:24]4[CH2:29][CH2:28][C@H:27]([C:30](O)=[O:31])[CH2:26][CH2:25]4)=[CH:23][N:18]3[N:17]=2)=[CH:12][CH:11]=1.F[P-](F)(F)(F)(F)F.[N:40]1([O:49][C:50](N(C)C)=[N+](C)C)[C:44]2C=CC=CC=2N=N1.C(N(C(C)C)CC)(C)C.CNOC. Product: [CH3:50][O:49][N:40]([CH3:44])[C:30]([C@H:27]1[CH2:28][CH2:29][C@H:24]([C:22]2[N:21]=[C:19]3[N:18]([CH:23]=2)[N:17]=[C:16]([C:13]2[CH:12]=[CH:11][C:10]([O:9][CH2:8][CH2:7][CH2:6][CH2:5][CH2:4][CH2:3][O:2][CH3:1])=[CH:15][CH:14]=2)[S:20]3)[CH2:25][CH2:26]1)=[O:31]. The catalyst class is: 18. (6) Reactant: [CH3:1][CH:2]([CH3:8])/[CH:3]=[CH:4]/[C:5]([OH:7])=O.C(Cl)(=O)C(Cl)=O.Cl.Cl.[CH3:17][C:18]1[CH:23]=[CH:22][N:21]=[C:20]([N:24]2[CH2:30][CH2:29][CH2:28][NH:27][CH2:26][CH2:25]2)[CH:19]=1.CCN(C(C)C)C(C)C. Product: [CH3:8][CH:2]([CH3:1])/[CH:3]=[CH:4]/[C:5]([N:27]1[CH2:28][CH2:29][CH2:30][N:24]([C:20]2[CH:19]=[C:18]([CH3:17])[CH:23]=[CH:22][N:21]=2)[CH2:25][CH2:26]1)=[O:7]. The catalyst class is: 139.